Task: Predict which catalyst facilitates the given reaction.. Dataset: Catalyst prediction with 721,799 reactions and 888 catalyst types from USPTO (1) Reactant: [CH3:1][C:2]1([CH3:18])[CH2:7][NH:6][C:5](=[O:8])[C@@H:4]([C@@H:9]([OH:17])[C:10]([O:12][C:13]([CH3:16])([CH3:15])[CH3:14])=[O:11])[O:3]1.I[C:20]1[CH:24]=[CH:23][N:22]([C:25]2[CH:26]=[C:27]([C:31]([F:34])([F:33])[F:32])[N:28]=[N:29][CH:30]=2)[N:21]=1.P([O-])([O-])([O-])=O.[K+].[K+].[K+].CN(C)[C@@H]1CCCC[C@H]1N. Product: [CH3:1][C:2]1([CH3:18])[CH2:7][N:6]([C:20]2[CH:24]=[CH:23][N:22]([C:25]3[CH:26]=[C:27]([C:31]([F:34])([F:32])[F:33])[N:28]=[N:29][CH:30]=3)[N:21]=2)[C:5](=[O:8])[C@@H:4]([C@@H:9]([OH:17])[C:10]([O:12][C:13]([CH3:16])([CH3:15])[CH3:14])=[O:11])[O:3]1. The catalyst class is: 321. (2) The catalyst class is: 8. Product: [IH:12].[C:1]([N:8]([CH2:9][CH2:10][NH2:11])[C:15]([NH2:17])=[NH:16])([O:3][C:4]([CH3:5])([CH3:6])[CH3:7])=[O:2]. Reactant: [C:1]([NH:8][CH2:9][CH2:10][NH2:11])([O:3][C:4]([CH3:7])([CH3:6])[CH3:5])=[O:2].[IH:12].CS[C:15](=[NH:17])[NH2:16]. (3) Reactant: [NH2:1][C:2]1[CH:3]=[CH:4][C:5]([O:25][CH3:26])=[C:6]([NH:8][S:9]([C:12]2[CH:17]=[CH:16][C:15]([C:18]3[O:19][C:20]([CH3:23])=[CH:21][CH:22]=3)=[C:14]([F:24])[CH:13]=2)(=[O:11])=[O:10])[CH:7]=1.C(N(CC)C(C)C)(C)C.[CH3:36][C:37]([O:40][C:41]([NH:43][C@@H:44]([CH2:48][CH3:49])[C:45](O)=[O:46])=[O:42])([CH3:39])[CH3:38].CN(C(ON1N=NC2C=CC=CC1=2)=[N+](C)C)C.F[P-](F)(F)(F)(F)F. Product: [F:24][C:14]1[CH:13]=[C:12]([S:9]([NH:8][C:6]2[CH:7]=[C:2]([NH:1][C:45]([C@@H:44]([NH:43][C:41](=[O:42])[O:40][C:37]([CH3:39])([CH3:38])[CH3:36])[CH2:48][CH3:49])=[O:46])[CH:3]=[CH:4][C:5]=2[O:25][CH3:26])(=[O:11])=[O:10])[CH:17]=[CH:16][C:15]=1[C:18]1[O:19][C:20]([CH3:23])=[CH:21][CH:22]=1. The catalyst class is: 4. (4) Reactant: [Cl:1][C:2]1[CH:3]=[C:4]([C:12]2[O:16][N:15]=[C:14]([C:17]3[CH:25]=[CH:24][C:23]([CH2:26][CH2:27][C:28]([O:30]CC)=[O:29])=[C:22]4[C:18]=3[CH:19]=[CH:20][N:21]4[CH2:33][CH3:34])[N:13]=2)[CH:5]=[N:6][C:7]=1[O:8][CH:9]([CH3:11])[CH3:10].[OH-].[Na+].Cl. Product: [Cl:1][C:2]1[CH:3]=[C:4]([C:12]2[O:16][N:15]=[C:14]([C:17]3[CH:25]=[CH:24][C:23]([CH2:26][CH2:27][C:28]([OH:30])=[O:29])=[C:22]4[C:18]=3[CH:19]=[CH:20][N:21]4[CH2:33][CH3:34])[N:13]=2)[CH:5]=[N:6][C:7]=1[O:8][CH:9]([CH3:10])[CH3:11]. The catalyst class is: 92. (5) Reactant: [C:1]([NH:9][NH2:10])(=[O:8])[C:2]1[CH:7]=[CH:6][CH:5]=[CH:4][CH:3]=1.CN1CCCC1=O.[CH3:18][C:19]1[CH:27]=[C:26]([CH3:28])[CH:25]=[C:24]([CH3:29])[C:20]=1[C:21](Cl)=[O:22]. Product: [CH3:18][C:19]1[CH:27]=[C:26]([CH3:28])[CH:25]=[C:24]([CH3:29])[C:20]=1[C:21]([NH:10][NH:9][C:1](=[O:8])[C:2]1[CH:7]=[CH:6][CH:5]=[CH:4][CH:3]=1)=[O:22]. The catalyst class is: 6. (6) Reactant: [Cl:1][C:2]1[CH:7]=[CH:6][C:5]([CH2:8]Cl)=[CH:4][C:3]=1[Cl:10].[CH3:11][CH:12]1[CH2:17][NH:16][CH:15]([CH3:18])[CH2:14][NH:13]1.CCOC(C)=O.C(=O)([O-])[O-].[Na+].[Na+]. Product: [Cl:10][C:3]1[CH:4]=[C:5]([CH:6]=[CH:7][C:2]=1[Cl:1])[CH2:8][N:13]1[CH2:14][CH:15]([CH3:18])[NH:16][CH2:17][CH:12]1[CH3:11]. The catalyst class is: 3.